Dataset: Catalyst prediction with 721,799 reactions and 888 catalyst types from USPTO. Task: Predict which catalyst facilitates the given reaction. (1) Reactant: [C:1]1([C:7]2[CH:14]=[CH:13][C:10]([CH:11]=[O:12])=[CH:9][N:8]=2)[CH:6]=[CH:5][CH:4]=[CH:3][CH:2]=1.C1C(=O)N(I)[C:17](=[O:18])C1.C([O-])([O-])=O.[K+].[K+].CO.[O-]S([O-])(=S)=O.[Na+].[Na+]. Product: [C:1]1([C:7]2[CH:14]=[CH:13][C:10]([C:11]([O:18][CH3:17])=[O:12])=[CH:9][N:8]=2)[CH:2]=[CH:3][CH:4]=[CH:5][CH:6]=1. The catalyst class is: 10. (2) Reactant: [NH:1]1[C:9]2[C:4](=[CH:5][CH:6]=[CH:7][N:8]=2)[CH:3]=[CH:2]1.[H][H]. Product: [NH:1]1[C:9]2[C:4](=[CH:5][CH:6]=[CH:7][N:8]=2)[CH2:3][CH2:2]1. The catalyst class is: 171. (3) Reactant: [N+:1]([C:4]1[CH:9]=[CH:8][C:7]([OH:10])=[CH:6][CH:5]=1)([O-:3])=[O:2].C(=O)([O-])[O-].[K+].[K+].Br[CH2:18][CH:19]1[CH2:21][CH2:20]1. Product: [CH:19]1([CH2:18][O:10][C:7]2[CH:8]=[CH:9][C:4]([N+:1]([O-:3])=[O:2])=[CH:5][CH:6]=2)[CH2:21][CH2:20]1. The catalyst class is: 39. (4) Reactant: [CH3:1][S:2](Cl)(=[O:4])=[O:3].[CH3:6][O:7][C:8]1[N:9]=[N:10][CH:11]=[CH:12][C:13]=1[C:14](=[O:36])[CH2:15][C@H:16]([C:24]1[CH:29]=[CH:28][C:27]([CH:30]2[CH2:35][CH2:34][NH:33][CH2:32][CH2:31]2)=[CH:26][CH:25]=1)[C:17]1[CH:22]=[CH:21][CH:20]=[CH:19][C:18]=1[CH3:23].C(N(CC)C(C)C)(C)C. Product: [CH3:6][O:7][C:8]1[N:9]=[N:10][CH:11]=[CH:12][C:13]=1[C:14](=[O:36])[CH2:15][C@H:16]([C:24]1[CH:25]=[CH:26][C:27]([CH:30]2[CH2:31][CH2:32][N:33]([S:2]([CH3:1])(=[O:4])=[O:3])[CH2:34][CH2:35]2)=[CH:28][CH:29]=1)[C:17]1[CH:22]=[CH:21][CH:20]=[CH:19][C:18]=1[CH3:23]. The catalyst class is: 4. (5) Reactant: [N:1]1([CH:7]2[CH2:12][CH2:11][CH:10]([C:13]([O:15]C)=[O:14])[CH2:9][CH2:8]2)[CH2:5][CH2:4][CH2:3][C:2]1=[O:6].C[Si](C)(C)N[Si](C)(C)C.[Na].O. Product: [N:1]1([C@H:7]2[CH2:8][CH2:9][C@H:10]([C:13]([OH:15])=[O:14])[CH2:11][CH2:12]2)[CH2:5][CH2:4][CH2:3][C:2]1=[O:6]. The catalyst class is: 44. (6) Reactant: B(Br)(Br)Br.C[O:6][C:7]1[CH:8]=[C:9]([CH:16]=[CH:17][CH:18]=1)[CH2:10][NH:11][S:12]([CH3:15])(=[O:14])=[O:13].CO. Product: [OH:6][C:7]1[CH:8]=[C:9]([CH:16]=[CH:17][CH:18]=1)[CH2:10][NH:11][S:12]([CH3:15])(=[O:14])=[O:13]. The catalyst class is: 2. (7) Reactant: Br[CH2:2][C:3]1[N:8]([CH2:9][CH2:10][C:11]2[CH:20]=[CH:19][C:14]([C:15]([O:17][CH3:18])=[O:16])=[CH:13][CH:12]=2)[C:7](=[O:21])[C:6]([Cl:22])=[CH:5][C:4]=1[CH:23]1[CH2:25][CH2:24]1.[CH3:26][O:27][C:28]1[CH:29]=[C:30]([CH:33]=[CH:34][CH:35]=1)[NH:31][CH3:32].C(=O)([O-])[O-].[K+].[K+].C(OCC)(=O)C. Product: [Cl:22][C:6]1[C:7](=[O:21])[N:8]([CH2:9][CH2:10][C:11]2[CH:20]=[CH:19][C:14]([C:15]([O:17][CH3:18])=[O:16])=[CH:13][CH:12]=2)[C:3]([CH2:2][N:31]([C:30]2[CH:33]=[CH:34][CH:35]=[C:28]([O:27][CH3:26])[CH:29]=2)[CH3:32])=[C:4]([CH:23]2[CH2:25][CH2:24]2)[CH:5]=1. The catalyst class is: 18.